This data is from Full USPTO retrosynthesis dataset with 1.9M reactions from patents (1976-2016). The task is: Predict the reactants needed to synthesize the given product. Given the product [CH3:1][O:2][C:3]([C:5]1[N:6]([CH2:26][C:27]2[CH:32]=[CH:31][C:30]([S:33]([CH3:36])(=[O:35])=[O:34])=[CH:29][CH:28]=2)[C:7](=[O:25])[C:8]2[C:13]([C:14]=1[C:15]1[CH:20]=[CH:19][CH:18]=[C:17]([C:21](=[O:22])[NH:41][CH2:40][CH2:39][N:38]([CH3:42])[CH3:37])[CH:16]=1)=[CH:12][C:11]([Cl:24])=[CH:10][CH:9]=2)=[O:4], predict the reactants needed to synthesize it. The reactants are: [CH3:1][O:2][C:3]([C:5]1[N:6]([CH2:26][C:27]2[CH:32]=[CH:31][C:30]([S:33]([CH3:36])(=[O:35])=[O:34])=[CH:29][CH:28]=2)[C:7](=[O:25])[C:8]2[C:13]([C:14]=1[C:15]1[CH:20]=[CH:19][CH:18]=[C:17]([C:21](O)=[O:22])[CH:16]=1)=[CH:12][C:11]([Cl:24])=[CH:10][CH:9]=2)=[O:4].[CH3:37][N:38]([CH3:42])[CH2:39][CH2:40][NH2:41].Cl.C(N=C=NCCCN(C)C)C.O.OC1C2N=NNC=2C=CC=1.